This data is from Full USPTO retrosynthesis dataset with 1.9M reactions from patents (1976-2016). The task is: Predict the reactants needed to synthesize the given product. (1) Given the product [I:1][C:2]1[CH:7]=[CH:6][C:5]([O:8][CH:9]2[CH2:14][CH2:13][NH:12][CH2:11][CH2:10]2)=[CH:4][CH:3]=1, predict the reactants needed to synthesize it. The reactants are: [I:1][C:2]1[CH:7]=[CH:6][C:5]([O:8][CH:9]2[CH2:14][CH2:13][N:12](C(OC(C)(C)C)=O)[CH2:11][CH2:10]2)=[CH:4][CH:3]=1. (2) Given the product [CH3:2][O:3][C:4]([C@@H:6]1[CH2:12][CH2:11][CH2:10][CH2:9][CH2:8][C@@H:7]1[NH:13][CH2:18][CH2:17][CH:14]1[CH2:16][CH2:15]1)=[O:5], predict the reactants needed to synthesize it. The reactants are: Cl.[CH3:2][O:3][C:4]([C@@H:6]1[CH2:12][CH2:11][CH2:10][CH2:9][CH2:8][C@@H:7]1[NH2:13])=[O:5].[CH:14]1([CH2:17][CH:18]=O)[CH2:16][CH2:15]1.C(O[BH-](OC(=O)C)OC(=O)C)(=O)C.[Na+].C(=O)(O)[O-].[Na+]. (3) Given the product [C:17]([O:21][C:22]([N:24]1[CH2:29][CH2:28][CH:27]([NH:30][C:9]2[CH:10]=[CH:11][C:6]([C:5]([O:4][CH2:1][CH:2]=[CH2:3])=[O:16])=[CH:7][C:8]=2[N+:13]([O-:15])=[O:14])[CH2:26][CH2:25]1)=[O:23])([CH3:20])([CH3:18])[CH3:19], predict the reactants needed to synthesize it. The reactants are: [CH2:1]([O:4][C:5](=[O:16])[C:6]1[CH:11]=[CH:10][C:9](F)=[C:8]([N+:13]([O-:15])=[O:14])[CH:7]=1)[CH:2]=[CH2:3].[C:17]([O:21][C:22]([N:24]1[CH2:29][CH2:28][CH:27]([NH2:30])[CH2:26][CH2:25]1)=[O:23])([CH3:20])([CH3:19])[CH3:18].C(N(C(C)C)C(C)C)C.O. (4) Given the product [F:18][C:16]1[CH:15]=[CH:14][C:13]([N:19]2[N:23]=[CH:22][CH:21]=[N:20]2)=[C:12]([C:10]([N:4]2[CH2:5][CH2:6][CH2:7][C@@H:8]([CH3:9])[C@H:3]2[CH2:2][NH:1][C:25]2[N:26]=[N:27][C:28]([C:31]([F:34])([F:33])[F:32])=[CH:29][CH:30]=2)=[O:11])[CH:17]=1, predict the reactants needed to synthesize it. The reactants are: [NH2:1][CH2:2][C@@H:3]1[C@H:8]([CH3:9])[CH2:7][CH2:6][CH2:5][N:4]1[C:10]([C:12]1[CH:17]=[C:16]([F:18])[CH:15]=[CH:14][C:13]=1[N:19]1[N:23]=[CH:22][CH:21]=[N:20]1)=[O:11].Cl[C:25]1[N:26]=[N:27][C:28]([C:31]([F:34])([F:33])[F:32])=[CH:29][CH:30]=1. (5) Given the product [CH3:30][O:29][C:27](=[O:28])[C:26]1[CH:31]=[CH:32][CH:33]=[CH:34][C:25]=1[NH:24][S:21]([C:18]1[CH:19]=[CH:20][C:15]([C:12](=[O:13])[NH:53][CH2:45][CH2:46][C:47]2[CH:52]=[CH:51][CH:50]=[CH:49][CH:48]=2)=[CH:16][CH:17]=1)(=[O:22])=[O:23], predict the reactants needed to synthesize it. The reactants are: CCN=C=NCCCN(C)C.[C:12]([C:15]1[CH:20]=[CH:19][C:18]([S:21]([NH:24][C:25]2[CH:34]=[CH:33][CH:32]=[CH:31][C:26]=2[C:27]([O:29][CH3:30])=[O:28])(=[O:23])=[O:22])=[CH:17][CH:16]=1)(O)=[O:13].ON1C2N=CC=CC=2N=N1.[CH2:45]([NH2:53])[CH2:46][C:47]1[CH:52]=[CH:51][CH:50]=[CH:49][CH:48]=1.C(=O)(O)[O-].[Na+]. (6) The reactants are: C(OC([N:8]1[C:16]2[C:11](=[CH:12][CH:13]=[C:14]([Cl:17])[CH:15]=2)/[C:10](=[CH:18]/[C:19]2[CH:24]=[C:23]([Cl:25])[CH:22]=[CH:21][C:20]=2[O:26][C:27]([C:34]([O:36][CH2:37][CH3:38])=[O:35])([CH2:31][CH2:32][CH3:33])[CH2:28][CH2:29][CH3:30])/[C:9]1=[O:39])=O)(C)(C)C.[F:40][C:41]1[CH:42]=[CH:43][C:44]([CH3:56])=[C:45]([CH:47]=[N:48][C:49]([O:51][Si](C)(C)C)=[CH2:50])[CH:46]=1. Given the product [Cl:25][C:23]1[CH:22]=[CH:21][C:20]([O:26][C:27]([C:34]([O:36][CH2:37][CH3:38])=[O:35])([CH2:28][CH2:29][CH3:30])[CH2:31][CH2:32][CH3:33])=[C:19]([CH:18]2[CH2:51][C:49](=[O:50])[NH:48][CH:47]([C:45]3[CH:46]=[C:41]([F:40])[CH:42]=[CH:43][C:44]=3[CH3:56])[C:10]32[C:11]2[C:16](=[CH:15][C:14]([Cl:17])=[CH:13][CH:12]=2)[NH:8][C:9]3=[O:39])[CH:24]=1, predict the reactants needed to synthesize it.